Dataset: Forward reaction prediction with 1.9M reactions from USPTO patents (1976-2016). Task: Predict the product of the given reaction. (1) The product is: [Cl:1][C:2]1[CH:19]=[C:18]([N+:20]([O-:22])=[O:21])[CH:17]=[CH:16][C:3]=1[O:4][C:5]1[CH:6]=[C:7]([CH:12]=[C:13]([O:15][CH:30]([CH3:32])[CH3:31])[CH:14]=1)[C:8]([O:10][CH3:11])=[O:9]. Given the reactants [Cl:1][C:2]1[CH:19]=[C:18]([N+:20]([O-:22])=[O:21])[CH:17]=[CH:16][C:3]=1[O:4][C:5]1[CH:6]=[C:7]([CH:12]=[C:13]([OH:15])[CH:14]=1)[C:8]([O:10][CH3:11])=[O:9].C(=O)([O-])[O-].[K+].[K+].I[CH:30]([CH3:32])[CH3:31].O, predict the reaction product. (2) Given the reactants [NH2:1][C:2]1[S:11][C:5]2[CH2:6][N:7]([CH3:10])[CH2:8][CH2:9][C:4]=2[C:3]=1[C:12]([O:14][CH2:15][CH3:16])=[O:13].[C:17]([O:20][C:21](=O)C)(=O)[CH3:18], predict the reaction product. The product is: [CH2:17]([O:20][CH:21]=[N:1][C:2]1[S:11][C:5]2[CH2:6][N:7]([CH3:10])[CH2:8][CH2:9][C:4]=2[C:3]=1[C:12]([O:14][CH2:15][CH3:16])=[O:13])[CH3:18]. (3) Given the reactants [F:1][C:2]1[CH:10]=[C:9]([F:11])[CH:8]=[C:7]2[C:3]=1[CH2:4][C@@H:5]([OH:29])[C@@H:6]2[N:12]1[C:20]2[CH2:19][CH2:18][NH:17][CH2:16][C:15]=2[C:14]([C:21]2[CH:22]=[C:23]([CH:26]=[CH:27][CH:28]=2)[C:24]#[N:25])=[N:13]1.C(N(CC)CC)C.[C:37](Cl)(=[O:40])[CH2:38][CH3:39].C([O-])(O)=O.[Na+], predict the reaction product. The product is: [F:1][C:2]1[CH:10]=[C:9]([F:11])[CH:8]=[C:7]2[C:3]=1[CH2:4][C@@H:5]([OH:29])[C@@H:6]2[N:12]1[C:20]2[CH2:19][CH2:18][N:17]([C:37](=[O:40])[CH2:38][CH3:39])[CH2:16][C:15]=2[C:14]([C:21]2[CH:22]=[C:23]([CH:26]=[CH:27][CH:28]=2)[C:24]#[N:25])=[N:13]1. (4) Given the reactants Cl.[CH2:2]([O:4][C:5]1[CH:10]=[CH:9][C:8]([NH:11][CH3:12])=[CH:7][C:6]=1[F:13])[CH3:3].C(O[C:17]1[CH:22]=[CH:21][C:20]([NH2:23])=[CH:19][C:18]=1F)C.[NH:25]1[C:29]2C=CC=C[C:28]=2[N:27]=N1.[CH2:34]=O.[BH4-].[Na+], predict the reaction product. The product is: [NH2:27][CH2:28][C:29]1[N:25]=[C:12]([N:11]([C:8]2[CH:9]=[CH:10][C:5]([O:4][CH2:2][CH3:3])=[C:6]([F:13])[CH:7]=2)[CH3:34])[C:19]2[C:20](=[CH:21][CH:22]=[CH:17][CH:18]=2)[N:23]=1. (5) Given the reactants [CH:1]1([C:4]2[CH:5]=[CH:6][C:7]([C:17]([OH:19])=O)=[N:8][C:9]=2[O:10][CH2:11][CH:12]2[CH2:16][CH2:15][CH2:14][O:13]2)[CH2:3][CH2:2]1.[NH2:20][C@@H:21]([C:26]([CH3:29])([CH3:28])[CH3:27])[C:22]([NH:24][CH3:25])=[O:23], predict the reaction product. The product is: [CH:1]1([C:4]2[CH:5]=[CH:6][C:7]([C:17]([NH:20][C@@H:21]([C:26]([CH3:29])([CH3:28])[CH3:27])[C:22]([NH:24][CH3:25])=[O:23])=[O:19])=[N:8][C:9]=2[O:10][CH2:11][CH:12]2[CH2:16][CH2:15][CH2:14][O:13]2)[CH2:2][CH2:3]1. (6) Given the reactants [N:1]1([C:5]2[N:10]=[CH:9][N:8]=[C:7]3[N:11]([CH3:21])[N:12]=[C:13]([C:14]4[CH:15]=[N:16][N:17]([CH3:20])[C:18]=4Br)[C:6]=23)[CH2:4][CH2:3][CH2:2]1.[CH:22]([C:24]1[CH:29]=[CH:28][C:27](B(O)O)=[CH:26][CH:25]=1)=[O:23].C(=O)([O-])[O-].[Na+].[Na+].O, predict the reaction product. The product is: [N:1]1([C:5]2[N:10]=[CH:9][N:8]=[C:7]3[N:11]([CH3:21])[N:12]=[C:13]([C:14]4[CH:15]=[N:16][N:17]([CH3:20])[C:18]=4[C:27]4[CH:28]=[CH:29][C:24]([CH:22]=[O:23])=[CH:25][CH:26]=4)[C:6]=23)[CH2:4][CH2:3][CH2:2]1. (7) Given the reactants C[O:2][C:3]([C:5]1[CH:10]=[CH:9][C:8]([C:11]2[CH:16]=[CH:15][C:14]([N:17]([S:19]([CH3:22])(=[O:21])=[O:20])[CH3:18])=[CH:13][CH:12]=2)=[CH:7][C:6]=1[F:23])=[O:4].[OH-].[Na+], predict the reaction product. The product is: [F:23][C:6]1[CH:7]=[C:8]([C:11]2[CH:12]=[CH:13][C:14]([N:17]([S:19]([CH3:22])(=[O:21])=[O:20])[CH3:18])=[CH:15][CH:16]=2)[CH:9]=[CH:10][C:5]=1[C:3]([OH:4])=[O:2]. (8) The product is: [NH2:23][CH:22]1[CH2:9][CH2:8][CH2:7][C:6]([C:16]([OH:18])=[O:17])([CH:10]2[CH2:11][CH2:12][CH2:13][CH2:14][CH2:15]2)[C:5]1([NH2:48])[C:19]([OH:21])=[O:20]. Given the reactants C(C1[CH2:9][CH2:8][CH2:7][C:6]([C:16]([OH:18])=[O:17])([CH:10]2[CH2:15][CH2:14][CH2:13][CH2:12][CH2:11]2)[C:5]1([C:22](=O)[NH2:23])[C:19]([OH:21])=[O:20])(=O)N.FC(F)(F)C(OI(C1C=CC=CC=1)OC(=O)C(F)(F)F)=O.C(#[N:48])C.Cl, predict the reaction product. (9) Given the reactants [CH2:1]([CH2:4][C:5](O)=[S:6])[CH2:2][CH3:3].[C:8]1([C:14]#[C:15][C:16]2[CH:34]=[CH:33][C:19]([C:20]([NH:22][C:23]3[CH:28]=[CH:27][CH:26]=[CH:25][C:24]=3[S:29](=[O:32])(=[O:31])[NH2:30])=[O:21])=[CH:18][CH:17]=2)[CH:13]=[CH:12][CH:11]=[CH:10][CH:9]=1.S(Cl)(C1C=CC(C)=CC=1)(=O)=O, predict the reaction product. The product is: [C:8]1([C:14]#[C:15][C:16]2[CH:34]=[CH:33][C:19]([C:20]([NH:22][C:23]3[CH:28]=[CH:27][CH:26]=[CH:25][C:24]=3[S:29]([NH:30][C:5](=[S:6])[CH2:4][CH2:1][CH2:2][CH3:3])(=[O:32])=[O:31])=[O:21])=[CH:18][CH:17]=2)[CH:9]=[CH:10][CH:11]=[CH:12][CH:13]=1. (10) Given the reactants C(OC1C=C(C=CC=1OC(C)C)/C=N/[C:9]1[CH:16]=[CH:15][C:12]([C:13]#[N:14])=[CH:11][CH:10]=1)C.[CH2:24]([C:26]1[CH:27]=[CH:28][C:29]([F:34])=[C:30]([CH:33]=1)[CH:31]=O)[CH3:25].N[C:36]1C=CC(C#N)=CC=1, predict the reaction product. The product is: [CH2:24]([C:26]1[CH:27]=[CH:28][C:29]([F:34])=[C:30]([CH:33]=1)[CH:31]=[CH:36][C:9]1[CH:10]=[CH:11][C:12]([C:13]#[N:14])=[CH:15][CH:16]=1)[CH3:25].